The task is: Predict the reactants needed to synthesize the given product.. This data is from Retrosynthesis with 50K atom-mapped reactions and 10 reaction types from USPTO. (1) Given the product CC#CCOc1cc(NCC(F)(F)C(F)(F)F)ncn1, predict the reactants needed to synthesize it. The reactants are: CC#CCOc1cc(Cl)ncn1.NCC(F)(F)C(F)(F)F. (2) Given the product O=C(O)CCc1c(-c2ccccc2)[nH]c2ccc(F)cc12, predict the reactants needed to synthesize it. The reactants are: NNc1ccc(F)cc1.O=C(O)CCCC(=O)c1ccccc1. (3) Given the product CC(C)(C)[Si](C)(C)OCCN(Cc1ccccc1)C(=O)c1nc(CC2(c3ccc(Cl)cc3)CCCC2)nc(O)c1OCc1ccccc1, predict the reactants needed to synthesize it. The reactants are: CC(C)(C)[Si](C)(C)OCCNCc1ccccc1.O=C(O)c1nc(CC2(c3ccc(Cl)cc3)CCCC2)nc(O)c1OCc1ccccc1. (4) Given the product Cc1ccc(C)c(N2CCN(C(=O)[C@@H]3CN(S(=O)(=O)c4ccccc4)C(=O)N3Cc3ccccc3)CC2)c1, predict the reactants needed to synthesize it. The reactants are: BrCc1ccccc1.Cc1ccc(C)c(N2CCN(C(=O)[C@@H]3CN(S(=O)(=O)c4ccccc4)C(=O)N3)CC2)c1. (5) Given the product CC(=O)OCOC(=O)Cc1oc2cccc-2cc1-c1ccccc1, predict the reactants needed to synthesize it. The reactants are: CC(=O)OCCl.O=C(O)Cc1oc2cccc-2cc1-c1ccccc1. (6) Given the product Cn1cc(C(=O)NCc2c(-c3ncco3)n(-c3ccccc3)c3ncccc3c2=O)cn1, predict the reactants needed to synthesize it. The reactants are: Cn1cc(C(=O)O)cn1.NCc1c(-c2ncco2)n(-c2ccccc2)c2ncccc2c1=O. (7) Given the product CCOc1cc(C(C)(C)C)ncc1C1=N[C@@](C)(c2ccc(Cl)cc2)[C@@](C)(c2ccc(Cl)cc2)N1C(=O)N1CCC(CC(=O)O)CC1, predict the reactants needed to synthesize it. The reactants are: CCOc1cc(C(C)(C)C)ncc1C1=N[C@@](C)(c2ccc(Cl)cc2)[C@@](C)(c2ccc(Cl)cc2)N1C(=O)N1CCC(CC(=O)OC)CC1. (8) Given the product CCCC(=O)N(NC(N)=S)c1ccccc1, predict the reactants needed to synthesize it. The reactants are: CCCC(=O)OC(=O)CCC.NC(=S)NNc1ccccc1.